Task: Predict which catalyst facilitates the given reaction.. Dataset: Catalyst prediction with 721,799 reactions and 888 catalyst types from USPTO (1) Reactant: [Cl:1][C:2]1[C:3]([CH:8]([CH3:14])[C:9](OCC)=[O:10])=[N:4][CH:5]=[CH:6][CH:7]=1.[H-].[Al+3].[Li+].[H-].[H-].[H-]. Product: [Cl:1][C:2]1[C:3]([CH:8]([CH3:14])[CH2:9][OH:10])=[N:4][CH:5]=[CH:6][CH:7]=1. The catalyst class is: 7. (2) Reactant: [Cl:1][C:2]1[CH:7]=[CH:6][C:5]([N:8]2[C:16]([CH:17]([CH:21]3[CH2:26][CH2:25][CH2:24][CH2:23][CH2:22]3)[C:18]([OH:20])=[O:19])=[C:15]3[C:10]([CH2:11][CH2:12][CH2:13][CH2:14]3)=[N:9]2)=[CH:4][CH:3]=1.[C:27](Cl)(=O)C(Cl)=O. Product: [CH3:27][O:19][C:18](=[O:20])[CH:17]([C:16]1[N:8]([C:5]2[CH:6]=[CH:7][C:2]([Cl:1])=[CH:3][CH:4]=2)[N:9]=[C:10]2[C:15]=1[CH2:14][CH2:13][CH2:12][CH2:11]2)[CH:21]1[CH2:26][CH2:25][CH2:24][CH2:23][CH2:22]1. The catalyst class is: 59. (3) Product: [CH3:1][O:2][C:3]1[CH:4]=[CH:5][C:6]([CH2:7][N:8]2[C:12]([N:13]([CH2:23][CH2:24][CH2:25][C:26]#[N:27])[N:14]=[C:15]([CH3:17])[CH3:16])=[N:11][N:10]=[N:9]2)=[CH:18][CH:19]=1. Reactant: [CH3:1][O:2][C:3]1[CH:19]=[CH:18][C:6]([CH2:7][N:8]2[C:12]([NH:13][N:14]=[C:15]([CH3:17])[CH3:16])=[N:11][N:10]=[N:9]2)=[CH:5][CH:4]=1.[H-].[Na+].Br[CH2:23][CH2:24][CH2:25][C:26]#[N:27]. The catalyst class is: 7. (4) Product: [Cl:1][C:17]1[CH:16]=[C:15]([CH:18]([CH:22]([C:27]2[CH:28]=[CH:29][C:30]([C:31]([NH:33][CH2:34][CH2:35][C:36]([O:38][C:39]([CH3:42])([CH3:41])[CH3:40])=[O:37])=[O:32])=[CH:43][CH:44]=2)[CH2:23][CH2:24][CH2:25][CH3:26])[CH2:19][CH:20]=[O:21])[CH:14]=[CH:13][C:12]=1[O:11][CH3:10]. The catalyst class is: 10. Reactant: [Cl:1]NC(=O)CCC(N)=O.[CH3:10][O:11][C:12]1[CH:17]=[CH:16][C:15]([CH:18]([CH:22]([C:27]2[CH:44]=[CH:43][C:30]([C:31]([NH:33][CH2:34][CH2:35][C:36]([O:38][C:39]([CH3:42])([CH3:41])[CH3:40])=[O:37])=[O:32])=[CH:29][CH:28]=2)[CH2:23][CH2:24][CH2:25][CH3:26])[CH2:19][CH:20]=[O:21])=[CH:14][CH:13]=1. (5) Reactant: [F:1][CH:2]([F:36])[O:3][C:4]1[CH:5]=[C:6]([CH:31]=[CH:32][C:33]=1[O:34][CH3:35])[CH2:7][C:8]1[NH:9][C:10](=[O:30])[C:11]2[N:12]=[CH:13][N:14]([CH:17]([CH:27]([OH:29])[CH3:28])[CH2:18][CH2:19][CH2:20][C:21]3[CH:26]=[CH:25][CH:24]=[CH:23][CH:22]=3)[C:15]=2[N:16]=1.C(N(CC)CC)C.[OH-].[Na+]. Product: [C:27]([CH:17]([N:14]1[CH:13]=[N:12][C:11]2[C:10](=[O:30])[NH:9][C:8]([CH2:7][C:6]3[CH:31]=[CH:32][C:33]([O:34][CH3:35])=[C:4]([O:3][CH:2]([F:1])[F:36])[CH:5]=3)=[N:16][C:15]1=2)[CH2:18][CH2:19][CH2:20][C:21]1[CH:22]=[CH:23][CH:24]=[CH:25][CH:26]=1)(=[O:29])[CH3:28]. The catalyst class is: 764. (6) Reactant: [Br:1][CH2:2][C:3]1[CH:11]=[CH:10][C:6]([C:7]([OH:9])=[O:8])=[C:5]([F:12])[CH:4]=1.[C:13]1([P:19]([C:26]2[CH:31]=[CH:30][CH:29]=[CH:28][CH:27]=2)[C:20]2[CH:25]=[CH:24][CH:23]=[CH:22][CH:21]=2)[CH:18]=[CH:17][CH:16]=[CH:15][CH:14]=1. Product: [Br-:1].[C:7]([C:6]1[CH:10]=[CH:11][C:3]([CH2:2][P+:19]([C:20]2[CH:21]=[CH:22][CH:23]=[CH:24][CH:25]=2)([C:26]2[CH:31]=[CH:30][CH:29]=[CH:28][CH:27]=2)[C:13]2[CH:14]=[CH:15][CH:16]=[CH:17][CH:18]=2)=[CH:4][C:5]=1[F:12])([OH:9])=[O:8]. The catalyst class is: 11. (7) Reactant: [CH:1]([C:4]1[N:5]=[C:6]([NH2:9])[S:7][CH:8]=1)([CH3:3])[CH3:2].[CH:10]1[N:14]=[CH:13][N:12]([C:15](N2C=NC=C2)=[S:16])[CH:11]=1. Product: [CH:1]([C:4]1[N:5]=[C:6]([NH:9][C:15]([N:12]2[CH:11]=[CH:10][N:14]=[CH:13]2)=[S:16])[S:7][CH:8]=1)([CH3:3])[CH3:2]. The catalyst class is: 10. (8) Reactant: [Cl:1][C:2]1[CH:7]=[CH:6][CH:5]=[C:4]([F:8])[C:3]=1[C:9]1[C:13]([C:14]([NH:16][CH:17]2[CH2:22][CH2:21][CH2:20][CH2:19][CH:18]2[CH2:23][CH2:24][C:25]([O:27]C)=[O:26])=[O:15])=[C:12]([CH3:29])[O:11][N:10]=1.[Li+].[OH-]. Product: [Cl:1][C:2]1[CH:7]=[CH:6][CH:5]=[C:4]([F:8])[C:3]=1[C:9]1[C:13]([C:14]([NH:16][C@@H:17]2[CH2:22][CH2:21][CH2:20][CH2:19][C@H:18]2[CH2:23][CH2:24][C:25]([OH:27])=[O:26])=[O:15])=[C:12]([CH3:29])[O:11][N:10]=1. The catalyst class is: 20. (9) The catalyst class is: 9. Product: [CH3:33][O:32][CH2:31][CH2:30][O:29][CH2:28][CH2:27][N:13]1[CH2:14][CH2:15][C@@H:11]([NH:10][C:9]2[CH:8]=[CH:7][C:6]([S:16]([NH2:19])(=[O:17])=[O:18])=[CH:5][C:4]=2[N+:1]([O-:3])=[O:2])[CH2:12]1. Reactant: [N+:1]([C:4]1[CH:5]=[C:6]([S:16]([NH2:19])(=[O:18])=[O:17])[CH:7]=[CH:8][C:9]=1[NH:10][C@@H:11]1[CH2:15][CH2:14][NH:13][CH2:12]1)([O-:3])=[O:2].C(=O)([O-])[O-].[Na+].[Na+].Br[CH2:27][CH2:28][O:29][CH2:30][CH2:31][O:32][CH3:33]. (10) Reactant: [CH:1]([O:4][C:5](=[O:21])[NH:6][C@@H:7]1[CH2:20][C:10]2[NH:11][C:12]3[CH:13]=[CH:14][C:15]([C:18]#[N:19])=[CH:16][C:17]=3[C:9]=2[CH2:8]1)([CH3:3])[CH3:2].Br[CH2:23][C:24]1[C:25]([N:30]2[C:38](=[O:39])[C:37]3[C:32](=[CH:33][CH:34]=[CH:35][CH:36]=3)[C:31]2=[O:40])=[N:26][CH:27]=[CH:28][CH:29]=1.C(=O)([O-])[O-].[Cs+].[Cs+].CN(C1C=CC=CN=1)C. Product: [CH:1]([O:4][C:5](=[O:21])[NH:6][C@@H:7]1[CH2:20][C:10]2[N:11]([CH2:23][C:24]3[C:25]([N:30]4[C:31](=[O:40])[C:32]5[C:37](=[CH:36][CH:35]=[CH:34][CH:33]=5)[C:38]4=[O:39])=[N:26][CH:27]=[CH:28][CH:29]=3)[C:12]3[CH:13]=[CH:14][C:15]([C:18]#[N:19])=[CH:16][C:17]=3[C:9]=2[CH2:8]1)([CH3:3])[CH3:2]. The catalyst class is: 16.